This data is from Full USPTO retrosynthesis dataset with 1.9M reactions from patents (1976-2016). The task is: Predict the reactants needed to synthesize the given product. (1) Given the product [Cl:1][C:2]1[CH:3]=[CH:4][C:5]([OH:16])=[C:6]([C:8]([OH:15])([CH3:17])[CH2:9][N:10]2[CH:14]=[CH:13][N:12]=[CH:11]2)[CH:7]=1, predict the reactants needed to synthesize it. The reactants are: [Cl:1][C:2]1[CH:3]=[CH:4][C:5]([OH:16])=[C:6]([C:8](=[O:15])[CH2:9][N:10]2[CH:14]=[CH:13][N:12]=[CH:11]2)[CH:7]=1.[CH3:17][Mg]Br. (2) Given the product [F:29][C:17]1[C:18]([C:20]2[N:24]([CH:25]([CH3:26])[CH3:27])[C:23]([CH3:28])=[N:22][CH:21]=2)=[N:19][C:14]([NH:13][C:10]2[CH:9]=[CH:8][C:7]([N:4]3[CH2:5][CH2:6][C@H:2]([NH:1][C:30](=[O:34])[C@@H:31]([OH:32])[CH3:33])[CH2:3]3)=[CH:12][CH:11]=2)=[N:15][CH:16]=1, predict the reactants needed to synthesize it. The reactants are: [NH2:1][C@H:2]1[CH2:6][CH2:5][N:4]([C:7]2[CH:12]=[CH:11][C:10]([NH:13][C:14]3[N:19]=[C:18]([C:20]4[N:24]([CH:25]([CH3:27])[CH3:26])[C:23]([CH3:28])=[N:22][CH:21]=4)[C:17]([F:29])=[CH:16][N:15]=3)=[CH:9][CH:8]=2)[CH2:3]1.[C:30](O)(=[O:34])[C@H:31]([CH3:33])[OH:32].CCN(C(C)C)C(C)C.CCN=C=NCCCN(C)C. (3) Given the product [F:18][C:12]1[CH:13]=[CH:14][CH:15]=[C:16]([F:17])[C:11]=1[C:8]1[N:6]2[N:7]=[C:2]([O:31][CH2:30][C:29]3[N:25]([CH2:23][CH3:24])[N:26]=[CH:27][N:28]=3)[C:3]([C:19]([CH3:22])([CH3:21])[CH3:20])=[CH:4][C:5]2=[N:10][N:9]=1, predict the reactants needed to synthesize it. The reactants are: Cl[C:2]1[C:3]([C:19]([CH3:22])([CH3:21])[CH3:20])=[CH:4][C:5]2[N:6]([C:8]([C:11]3[C:16]([F:17])=[CH:15][CH:14]=[CH:13][C:12]=3[F:18])=[N:9][N:10]=2)[N:7]=1.[CH2:23]([N:25]1[C:29]([CH2:30][OH:31])=[N:28][CH:27]=[N:26]1)[CH3:24].[H-].[Na+]. (4) Given the product [NH2:29][C@H:24]1[CH2:25][CH2:26][CH2:27][CH2:28][C@H:23]1[NH:30][C:2]1[N:7]=[N:6][C:5]([C:8]([NH2:10])=[O:9])=[C:4]([NH:11][C:12]2[CH:17]=[CH:16][CH:15]=[C:14]([N:18]3[CH:22]=[CH:21][N:20]=[N:19]3)[N:13]=2)[CH:3]=1, predict the reactants needed to synthesize it. The reactants are: Cl[C:2]1[N:7]=[N:6][C:5]([C:8]([NH2:10])=[O:9])=[C:4]([NH:11][C:12]2[CH:17]=[CH:16][CH:15]=[C:14]([N:18]3[CH:22]=[CH:21][N:20]=[N:19]3)[N:13]=2)[CH:3]=1.[C@@H:23]1([NH2:30])[CH2:28][CH2:27][CH2:26][CH2:25][C@@H:24]1[NH2:29]. (5) Given the product [C:5]1([O:4][C:2](=[O:3])[NH:11][C:12]2[CH:19]=[C:18]([O:20][CH:21]([CH3:23])[CH3:22])[C:15]([C:16]#[N:17])=[CH:14][N:13]=2)[CH:10]=[CH:9][CH:8]=[CH:7][CH:6]=1, predict the reactants needed to synthesize it. The reactants are: Cl[C:2]([O:4][C:5]1[CH:10]=[CH:9][CH:8]=[CH:7][CH:6]=1)=[O:3].[NH2:11][C:12]1[CH:19]=[C:18]([O:20][CH:21]([CH3:23])[CH3:22])[C:15]([C:16]#[N:17])=[CH:14][N:13]=1.N1C=CC=CC=1.